This data is from Full USPTO retrosynthesis dataset with 1.9M reactions from patents (1976-2016). The task is: Predict the reactants needed to synthesize the given product. (1) Given the product [F:1][C:2]1[CH:3]=[CH:4][C:5]([C:8]2[N:9]=[C:10]([CH2:23][O:24][C:53]3[CH:54]=[CH:49][CH:50]=[C:51]([C:55]4([O:61][CH3:62])[CH2:60][CH2:59][O:58][CH2:57][CH2:56]4)[CH:52]=3)[O:11][C:12]=2[C:13]2[CH:18]=[CH:17][C:16]([S:19]([CH3:22])(=[O:21])=[O:20])=[CH:15][CH:14]=2)=[CH:6][CH:7]=1, predict the reactants needed to synthesize it. The reactants are: [F:1][C:2]1[CH:7]=[CH:6][C:5]([C:8]2[N:9]=[C:10]([CH2:23][OH:24])[O:11][C:12]=2[C:13]2[CH:18]=[CH:17][C:16]([S:19]([CH3:22])(=[O:21])=[O:20])=[CH:15][CH:14]=2)=[CH:4][CH:3]=1.C(N(CC)CC)C.CS(Cl)(=O)=O.S([O-])(=O)(=O)C.C(=O)([O-])[O-].[K+].[K+].O[C:49]1[CH:50]=[C:51]([C:55]2([O:61][CH3:62])[CH2:60][CH2:59][O:58][CH2:57][CH2:56]2)[CH:52]=[CH:53][CH:54]=1. (2) The reactants are: [NH2:1][C:2]1[CH:27]=[CH:26][C:5]([O:6][C:7]2[N:12]=[CH:11][N:10]=[C:9]([NH:13][C:14]([N:16]3[CH2:21][CH2:20][CH:19]([N:22]4[CH2:25][CH2:24][CH2:23]4)[CH2:18][CH2:17]3)=[O:15])[CH:8]=2)=[C:4]([F:28])[CH:3]=1.CC1(C)C2(CS(O)(=O)=O)C(CC1CC2)=O.[C:44]1([CH2:50][C:51]([N:53]=[C:54]=[S:55])=[O:52])[CH:49]=[CH:48][CH:47]=[CH:46][CH:45]=1.C(=O)([O-])O.[Na+]. Given the product [F:28][C:4]1[CH:3]=[C:2]([NH:1][C:54]([NH:53][C:51](=[O:52])[CH2:50][C:44]2[CH:45]=[CH:46][CH:47]=[CH:48][CH:49]=2)=[S:55])[CH:27]=[CH:26][C:5]=1[O:6][C:7]1[N:12]=[CH:11][N:10]=[C:9]([NH:13][C:14]([N:16]2[CH2:21][CH2:20][CH:19]([N:22]3[CH2:25][CH2:24][CH2:23]3)[CH2:18][CH2:17]2)=[O:15])[CH:8]=1, predict the reactants needed to synthesize it. (3) The reactants are: [SH:1][C:2]1[CH:9]=[CH:8][C:5]([C:6]#[N:7])=[CH:4][C:3]=1[N+:10]([O-:12])=[O:11].Br[CH2:14][C:15]1[CH:20]=[CH:19][CH:18]=[CH:17][CH:16]=1.C([O-])([O-])=O.[K+].[K+]. Given the product [CH2:14]([S:1][C:2]1[CH:9]=[CH:8][C:5]([C:6]#[N:7])=[CH:4][C:3]=1[N+:10]([O-:12])=[O:11])[C:15]1[CH:20]=[CH:19][CH:18]=[CH:17][CH:16]=1, predict the reactants needed to synthesize it. (4) Given the product [CH2:1]([CH:8]1[N:9]([C:13]([O:15][C:16]([CH3:17])([CH3:18])[CH3:19])=[O:14])[CH2:10][C:24]([CH2:25][CH2:26][CH3:27])=[C:23]([CH2:22][CH2:21][CH3:20])[C:11]1=[O:12])[C:2]1[CH:3]=[CH:4][CH:5]=[CH:6][CH:7]=1, predict the reactants needed to synthesize it. The reactants are: [CH2:1]([C@H:8]1[C:11](=[O:12])[CH2:10][N:9]1[C:13]([O:15][C:16]([CH3:19])([CH3:18])[CH3:17])=[O:14])[C:2]1[CH:7]=[CH:6][CH:5]=[CH:4][CH:3]=1.[CH3:20][CH2:21][CH2:22][C:23]#[C:24][CH2:25][CH2:26][CH3:27]. (5) Given the product [CH3:21][O:22][CH2:23][CH2:24][O:25][C:26]1[CH:27]=[C:28]([CH:31]=[CH:32][CH:33]=1)[CH2:29][NH:30][C:2]1[C:3]2[CH:4]=[CH:5][C:6]([NH:20][CH2:19][C:17]3[O:18][C:14]([CH3:13])=[CH:15][CH:16]=3)=[N:7][C:8]=2[CH:9]=[CH:10][CH:11]=1, predict the reactants needed to synthesize it. The reactants are: Br[C:2]1[CH:11]=[CH:10][CH:9]=[C:8]2[C:3]=1[CH:4]=[CH:5][C:6](Cl)=[N:7]2.[CH3:13][C:14]1[O:18][C:17]([CH2:19][NH2:20])=[CH:16][CH:15]=1.[CH3:21][O:22][CH2:23][CH2:24][O:25][C:26]1[CH:27]=[C:28]([CH:31]=[CH:32][CH:33]=1)[CH2:29][NH2:30].